From a dataset of Reaction yield outcomes from USPTO patents with 853,638 reactions. Predict the reaction yield, written as a fraction of the theoretical maximum amount of product (1.0 means a 100% yield; for example, 0.34 means a 34% yield). (1) The reactants are [CH3:1][C:2]1[C:7]([N+:8]([O-:10])=[O:9])=[CH:6][CH:5]=[CH:4][C:3]=1[O:11][CH3:12].C=O.C[C:16](C)([O-:18])C.[K+].C1COCC1. The catalyst is CS(C)=O.O.C(OCC)(=O)C. The product is [CH3:12][O:11][C:3]1[CH:4]=[CH:5][CH:6]=[C:7]([N+:8]([O-:10])=[O:9])[C:2]=1[CH2:1][CH2:16][OH:18]. The yield is 0.710. (2) The reactants are [C:1]([NH:5][CH2:6][C:7]1[CH:12]=[CH:11][CH:10]=[C:9]([C:13]2[CH:18]=[CH:17][N:16]=[C:15]([Cl:19])[N:14]=2)[CH:8]=1)([CH3:4])([CH3:3])[CH3:2].Cl[C:21]([O:23][CH2:24][CH:25]=[CH2:26])=[O:22].C(N(C(C)C)CC)(C)C. The catalyst is C(Cl)Cl. The product is [CH2:24]([O:23][C:21](=[O:22])[N:5]([C:1]([CH3:4])([CH3:2])[CH3:3])[CH2:6][C:7]1[CH:12]=[CH:11][CH:10]=[C:9]([C:13]2[CH:18]=[CH:17][N:16]=[C:15]([Cl:19])[N:14]=2)[CH:8]=1)[CH:25]=[CH2:26]. The yield is 0.610. (3) The reactants are [O:1]([C:8]1[CH:13]=[CH:12][C:11]([CH2:14][C:15]([OH:17])=O)=[CH:10][CH:9]=1)[C:2]1[CH:7]=[CH:6][CH:5]=[CH:4][CH:3]=1.[CH2:18](Cl)CCl.C1C=CC2N(O)N=NC=2C=1.CCN(CC)CC.[CH3:39][N:40]([CH3:55])[CH2:41][CH2:42][N:43]([CH3:54])[C:44]1[C:52]2[C:47](=[CH:48][CH:49]=[C:50]([NH2:53])[CH:51]=2)[NH:46][N:45]=1. The catalyst is CN(C=O)C.C(OCC)(=O)C. The product is [CH2:2]([O:1][C:8]1[CH:9]=[CH:10][C:11]([CH2:14][C:15]([NH:53][C:50]2[CH:51]=[C:52]3[C:47](=[CH:48][CH:49]=2)[NH:46][N:45]=[C:44]3[N:43]([CH2:42][CH2:41][N:40]([CH3:55])[CH3:39])[CH3:54])=[O:17])=[CH:12][CH:13]=1)[C:7]1[CH:6]=[CH:5][CH:4]=[CH:3][CH:18]=1. The yield is 0.520. (4) The reactants are C(OC([N:8]1[CH2:13][CH2:12][CH:11]([N:14]2[CH2:17][C:16]([F:19])([F:18])[CH2:15]2)[CH2:10][CH2:9]1)=O)(C)(C)C.C(O)(C(F)(F)F)=O. The yield is 0.770. The product is [F:19][C:16]1([F:18])[CH2:17][N:14]([CH:11]2[CH2:10][CH2:9][NH:8][CH2:13][CH2:12]2)[CH2:15]1. The catalyst is C(Cl)Cl. (5) The reactants are [CH:1]([C:3]1[CH:8]=[CH:7][C:6]([O:9][C:10](=[O:12])[CH3:11])=[CH:5][CH:4]=1)=[CH2:2].[CH2:13]([O:15][C:16](=[O:20])[CH:17]=[N+]=[N-])[CH3:14]. The catalyst is C(Cl)(Cl)Cl. The product is [CH2:13]([O:15][C:16]([C@H:17]1[CH2:2][C@@H:1]1[C:3]1[CH:8]=[CH:7][C:6]([O:9][C:10](=[O:12])[CH3:11])=[CH:5][CH:4]=1)=[O:20])[CH3:14]. The yield is 0.940. (6) The reactants are [OH-].[Na+].[Br:3][C:4]1[CH:5]=[C:6]([CH2:12][OH:13])[CH:7]=[CH:8][C:9]=1SC.[C:14](=O)(O)[O-].[Na+].O[O:20][S:21]([O-:23])=O.[K+].Cl. The catalyst is C(N(CC(O)=O)CC(O)=O)CN(CC(O)=O)CC(O)=O.CCOC(C)=O.CC(C)=O. The product is [Br:3][C:4]1[CH:5]=[C:6]([CH2:12][OH:13])[CH:7]=[CH:8][C:9]=1[S:21]([CH3:14])(=[O:23])=[O:20]. The yield is 0.700. (7) The reactants are [Cl:1][C:2]1[CH:3]=[C:4]2[C:12](=[C:13]([NH2:18])[C:14]=1[O:15][CH2:16][CH3:17])[NH:11][C:10]1[CH:9]=[N:8][CH:7]=[CH:6][C:5]2=1.[CH3:19][C:20]1[N:28]=[CH:27][CH:26]=[CH:25][C:21]=1[C:22](O)=[O:23]. No catalyst specified. The product is [Cl:1][C:2]1[CH:3]=[C:4]2[C:12](=[C:13]([NH:18][C:22](=[O:23])[C:21]3[CH:25]=[CH:26][CH:27]=[N:28][C:20]=3[CH3:19])[C:14]=1[O:15][CH2:16][CH3:17])[NH:11][C:10]1[CH:9]=[N:8][CH:7]=[CH:6][C:5]2=1. The yield is 0.400.